This data is from Full USPTO retrosynthesis dataset with 1.9M reactions from patents (1976-2016). The task is: Predict the reactants needed to synthesize the given product. (1) Given the product [F:19][CH2:18][CH2:17][NH:16][C:14]([NH:13][CH:9]1[CH2:10][CH2:11][CH2:12][C:7]([CH:2]=[O:27])=[C:8]1[CH3:20])=[O:15], predict the reactants needed to synthesize it. The reactants are: S1CCCS[CH:2]1[C:7]1[CH2:12][CH2:11][CH2:10][CH:9]([NH:13][C:14]([NH:16][CH2:17][CH2:18][F:19])=[O:15])[C:8]=1[CH3:20].ClN1C(=[O:27])CCC1=O.[O-]S([O-])(=S)=O.[Na+].[Na+].C([O-])([O-])=O.[Na+].[Na+]. (2) Given the product [OH:28][C:24]1[C:25]([CH3:27])=[CH:26][C:21]([C:19]2[N:18]=[N:17][C:16]([O:30][CH3:31])=[C:15]([C:10]3[NH:11][C:12]4[C:8]([CH:9]=3)=[CH:7][C:6]([C:4]([OH:5])=[O:3])=[CH:14][CH:13]=4)[CH:20]=2)=[CH:22][C:23]=1[CH3:29], predict the reactants needed to synthesize it. The reactants are: C([O:3][C:4]([C:6]1[CH:7]=[C:8]2[C:12](=[CH:13][CH:14]=1)[NH:11][C:10]([C:15]1[CH:20]=[C:19]([C:21]3[CH:26]=[C:25]([CH3:27])[C:24]([OH:28])=[C:23]([CH3:29])[CH:22]=3)[N:18]=[N:17][C:16]=1[O:30][CH3:31])=[CH:9]2)=[O:5])C.[OH-].[Na+].Cl. (3) Given the product [F:34][CH2:35][CH2:36][N:1]1[CH2:4][CH:3]([C:5]2[CH:27]=[CH:26][C:8]3[C:9]4[N:10]=[C:11]([C:17]5[N:18]([CH:23]([CH3:25])[CH3:24])[N:19]=[C:20]([CH3:22])[N:21]=5)[S:12][C:13]=4[CH2:14][CH2:15][O:16][C:7]=3[CH:6]=2)[CH2:2]1, predict the reactants needed to synthesize it. The reactants are: [NH:1]1[CH2:4][CH:3]([C:5]2[CH:27]=[CH:26][C:8]3[C:9]4[N:10]=[C:11]([C:17]5[N:18]([CH:23]([CH3:25])[CH3:24])[N:19]=[C:20]([CH3:22])[N:21]=5)[S:12][C:13]=4[CH2:14][CH2:15][O:16][C:7]=3[CH:6]=2)[CH2:2]1.C(=O)([O-])[O-].[Cs+].[Cs+].[F:34][CH2:35][CH2:36]I. (4) Given the product [CH3:22][C:17]1([CH3:23])[C:18]([CH3:21])([CH3:20])[O:19][B:15]([C:2]2[CH:7]=[CH:6][CH:5]=[C:4]([CH2:8][O:9][CH2:10][C:11]([F:14])([F:13])[F:12])[CH:3]=2)[O:16]1, predict the reactants needed to synthesize it. The reactants are: Br[C:2]1[CH:7]=[CH:6][CH:5]=[C:4]([CH2:8][O:9][CH2:10][C:11]([F:14])([F:13])[F:12])[CH:3]=1.[B:15]1([B:15]2[O:19][C:18]([CH3:21])([CH3:20])[C:17]([CH3:23])([CH3:22])[O:16]2)[O:19][C:18]([CH3:21])([CH3:20])[C:17]([CH3:23])([CH3:22])[O:16]1.C([O-])(=O)C.[K+].